This data is from Full USPTO retrosynthesis dataset with 1.9M reactions from patents (1976-2016). The task is: Predict the reactants needed to synthesize the given product. (1) Given the product [Cl:1][C:2]1[CH:3]=[C:4]2[C:8](=[CH:9][CH:10]=1)[N:7]([C:20]1[CH:25]=[CH:24][CH:23]=[C:22]([C:26]([F:29])([F:28])[F:27])[CH:21]=1)[C:6]([C:11](=[O:18])[CH2:12][CH2:13][CH2:14][CH2:15][CH2:16][CH3:17])=[CH:5]2, predict the reactants needed to synthesize it. The reactants are: [Cl:1][C:2]1[CH:3]=[C:4]2[C:8](=[CH:9][CH:10]=1)[NH:7][C:6]([C:11](=[O:18])[CH2:12][CH2:13][CH2:14][CH2:15][CH2:16][CH3:17])=[CH:5]2.I[C:20]1[CH:21]=[C:22]([C:26]([F:29])([F:28])[F:27])[CH:23]=[CH:24][CH:25]=1.C(=O)([O-])[O-].[K+].[K+].Cl. (2) Given the product [CH2:10]([N:12]([CH2:16][CH3:17])[C:1](=[O:9])[C:2]1[CH:3]=[CH:4][CH:5]=[CH:6][CH:7]=1)[CH3:11], predict the reactants needed to synthesize it. The reactants are: [C:1]([OH:9])(=O)[C:2]1[CH:7]=[CH:6][CH:5]=[CH:4][CH:3]=1.[CH2:10]([N:12]([CH2:16][CH3:17])C(Cl)=O)[CH3:11].C(N(CCCC)CCCC)CCC. (3) Given the product [CH3:18][C:10]1[N:11]([CH:12]2[CH2:13][CH2:14][O:15][CH2:16][CH2:17]2)[C:7]([C:5]2[CH:4]=[CH:3][N:24]=[C:25]([NH2:27])[N:26]=2)=[CH:8][N:9]=1, predict the reactants needed to synthesize it. The reactants are: CN(C)/[CH:3]=[CH:4]/[C:5]([C:7]1[N:11]([CH:12]2[CH2:17][CH2:16][O:15][CH2:14][CH2:13]2)[C:10]([CH3:18])=[N:9][CH:8]=1)=O.C(=O)(O)O.[NH2:24][C:25]([NH2:27])=[NH:26].CO[Na].[NH4+].[Cl-]. (4) Given the product [CH3:1][O:2][C:3]([C:4]1[CH:5]=[C:6]2[C:7](=[CH:8][CH:9]=1)[NH:10][CH:16]([C:15]1[CH:18]=[CH:19][CH:20]=[C:13]([Br:12])[CH:14]=1)[CH2:21][C:22]2([CH3:24])[CH3:23])=[O:11], predict the reactants needed to synthesize it. The reactants are: [CH3:1][O:2][C:3](=[O:11])[C:4]1[CH:9]=[CH:8][C:7]([NH2:10])=[CH:6][CH:5]=1.[Br:12][C:13]1[CH:14]=[C:15]([CH:18]=[CH:19][CH:20]=1)[CH:16]=O.[CH2:21]=[C:22]([CH3:24])[CH3:23].FC(F)(F)S([O-])(=O)=O.[Yb+3].FC(F)(F)S([O-])(=O)=O.FC(F)(F)S([O-])(=O)=O.